This data is from NCI-60 drug combinations with 297,098 pairs across 59 cell lines. The task is: Regression. Given two drug SMILES strings and cell line genomic features, predict the synergy score measuring deviation from expected non-interaction effect. (1) Drug 1: CC(CN1CC(=O)NC(=O)C1)N2CC(=O)NC(=O)C2. Drug 2: C1=C(C(=O)NC(=O)N1)F. Cell line: TK-10. Synergy scores: CSS=30.0, Synergy_ZIP=-1.12, Synergy_Bliss=-0.108, Synergy_Loewe=3.55, Synergy_HSA=5.15. (2) Drug 1: C1=CC(=CC=C1C#N)C(C2=CC=C(C=C2)C#N)N3C=NC=N3. Drug 2: C1CN(P(=O)(OC1)NCCCl)CCCl. Cell line: NCI-H226. Synergy scores: CSS=-3.23, Synergy_ZIP=0.619, Synergy_Bliss=-1.57, Synergy_Loewe=-3.24, Synergy_HSA=-3.82. (3) Synergy scores: CSS=36.4, Synergy_ZIP=9.76, Synergy_Bliss=10.9, Synergy_Loewe=9.49, Synergy_HSA=12.5. Drug 2: CC1=CC=C(C=C1)C2=CC(=NN2C3=CC=C(C=C3)S(=O)(=O)N)C(F)(F)F. Cell line: DU-145. Drug 1: CC1C(C(=O)NC(C(=O)N2CCCC2C(=O)N(CC(=O)N(C(C(=O)O1)C(C)C)C)C)C(C)C)NC(=O)C3=C4C(=C(C=C3)C)OC5=C(C(=O)C(=C(C5=N4)C(=O)NC6C(OC(=O)C(N(C(=O)CN(C(=O)C7CCCN7C(=O)C(NC6=O)C(C)C)C)C)C(C)C)C)N)C. (4) Synergy scores: CSS=12.0, Synergy_ZIP=-6.02, Synergy_Bliss=-2.21, Synergy_Loewe=-28.2, Synergy_HSA=-1.42. Drug 1: CC1=C(C=C(C=C1)NC2=NC=CC(=N2)N(C)C3=CC4=NN(C(=C4C=C3)C)C)S(=O)(=O)N.Cl. Drug 2: CC1=C(C(=CC=C1)Cl)NC(=O)C2=CN=C(S2)NC3=CC(=NC(=N3)C)N4CCN(CC4)CCO. Cell line: NCIH23. (5) Drug 1: C1=NC2=C(N=C(N=C2N1C3C(C(C(O3)CO)O)O)F)N. Drug 2: CCCCC(=O)OCC(=O)C1(CC(C2=C(C1)C(=C3C(=C2O)C(=O)C4=C(C3=O)C=CC=C4OC)O)OC5CC(C(C(O5)C)O)NC(=O)C(F)(F)F)O. Cell line: U251. Synergy scores: CSS=43.5, Synergy_ZIP=2.76, Synergy_Bliss=3.05, Synergy_Loewe=-18.0, Synergy_HSA=1.15. (6) Drug 1: C1CC(=O)NC(=O)C1N2CC3=C(C2=O)C=CC=C3N. Drug 2: CN1C(=O)N2C=NC(=C2N=N1)C(=O)N. Cell line: T-47D. Synergy scores: CSS=0.470, Synergy_ZIP=1.71, Synergy_Bliss=1.98, Synergy_Loewe=-2.51, Synergy_HSA=-2.30. (7) Drug 2: N.N.Cl[Pt+2]Cl. Cell line: HCC-2998. Drug 1: C1C(C(OC1N2C=NC(=NC2=O)N)CO)O. Synergy scores: CSS=23.8, Synergy_ZIP=-6.40, Synergy_Bliss=-3.10, Synergy_Loewe=1.79, Synergy_HSA=2.48. (8) Drug 1: C1CCC(CC1)NC(=O)N(CCCl)N=O. Drug 2: CCC1(CC2CC(C3=C(CCN(C2)C1)C4=CC=CC=C4N3)(C5=C(C=C6C(=C5)C78CCN9C7C(C=CC9)(C(C(C8N6C=O)(C(=O)OC)O)OC(=O)C)CC)OC)C(=O)OC)O.OS(=O)(=O)O. Cell line: NCI/ADR-RES. Synergy scores: CSS=7.87, Synergy_ZIP=3.03, Synergy_Bliss=4.81, Synergy_Loewe=3.53, Synergy_HSA=2.79. (9) Drug 1: CN(C)C1=NC(=NC(=N1)N(C)C)N(C)C. Drug 2: C1CNP(=O)(OC1)N(CCCl)CCCl. Cell line: OVCAR-5. Synergy scores: CSS=-3.90, Synergy_ZIP=1.04, Synergy_Bliss=-1.27, Synergy_Loewe=-4.96, Synergy_HSA=-4.92. (10) Drug 1: CC1C(C(=O)NC(C(=O)N2CCCC2C(=O)N(CC(=O)N(C(C(=O)O1)C(C)C)C)C)C(C)C)NC(=O)C3=C4C(=C(C=C3)C)OC5=C(C(=O)C(=C(C5=N4)C(=O)NC6C(OC(=O)C(N(C(=O)CN(C(=O)C7CCCN7C(=O)C(NC6=O)C(C)C)C)C)C(C)C)C)N)C. Drug 2: C1C(C(OC1N2C=NC3=C(N=C(N=C32)Cl)N)CO)O. Cell line: SN12C. Synergy scores: CSS=53.8, Synergy_ZIP=-1.39, Synergy_Bliss=-2.03, Synergy_Loewe=-7.32, Synergy_HSA=-0.764.